From a dataset of Forward reaction prediction with 1.9M reactions from USPTO patents (1976-2016). Predict the product of the given reaction. (1) Given the reactants [Cl:1][C:2]1[CH:25]=[CH:24][C:5]([CH2:6][N:7]2[C:15]3[C:10](=[CH:11][C:12](/[CH:16]=[C:17]4/[C:18](=[O:23])[NH:19][C:20](=[O:22])[S:21]/4)=[CH:13][CH:14]=3)[CH:9]=[CH:8]2)=[C:4]([C:26]([F:29])([F:28])[F:27])[CH:3]=1.Cl.[CH3:31][N:32]([CH3:37])[CH2:33][CH2:34][CH2:35]Cl, predict the reaction product. The product is: [Cl:1][C:2]1[CH:25]=[CH:24][C:5]([CH2:6][N:7]2[C:15]3[C:10](=[CH:11][C:12](/[CH:16]=[C:17]4/[C:18](=[O:23])[N:19]([CH2:35][CH2:34][CH2:33][N:32]([CH3:37])[CH3:31])[C:20](=[O:22])[S:21]/4)=[CH:13][CH:14]=3)[CH:9]=[CH:8]2)=[C:4]([C:26]([F:29])([F:27])[F:28])[CH:3]=1. (2) Given the reactants [CH2:1]([C:8]1[N:13]=[C:12]([O:14]C)[CH:11]=[CH:10][N:9]=1)[C:2]1[CH:7]=[CH:6][CH:5]=[CH:4][CH:3]=1.Br.[OH-].[Na+], predict the reaction product. The product is: [CH2:1]([C:8]1[NH:13][C:12](=[O:14])[CH:11]=[CH:10][N:9]=1)[C:2]1[CH:3]=[CH:4][CH:5]=[CH:6][CH:7]=1. (3) Given the reactants [Br:1][C:2]1[C:3]([F:10])=[CH:4][C:5]([Cl:9])=[C:6]([OH:8])[CH:7]=1.CI.[C:13](=O)([O-])[O-].[K+].[K+].O, predict the reaction product. The product is: [Br:1][C:2]1[C:3]([F:10])=[CH:4][C:5]([Cl:9])=[C:6]([O:8][CH3:13])[CH:7]=1. (4) Given the reactants [Ga:1](I)(I)I.[C:5]([OH:22])(=[O:21])[CH2:6][CH2:7][CH2:8][CH2:9][CH2:10][CH2:11][CH2:12][CH2:13][CH2:14][CH2:15][CH2:16][CH2:17][CH2:18][CH2:19][CH3:20], predict the reaction product. The product is: [C:5]([O-:22])(=[O:21])[CH2:6][CH2:7][CH2:8][CH2:9][CH2:10][CH2:11][CH2:12][CH2:13][CH2:14][CH2:15][CH2:16][CH2:17][CH2:18][CH2:19][CH3:20].[Ga+3:1].[C:5]([O-:22])(=[O:21])[CH2:6][CH2:7][CH2:8][CH2:9][CH2:10][CH2:11][CH2:12][CH2:13][CH2:14][CH2:15][CH2:16][CH2:17][CH2:18][CH2:19][CH3:20].[C:5]([O-:22])(=[O:21])[CH2:6][CH2:7][CH2:8][CH2:9][CH2:10][CH2:11][CH2:12][CH2:13][CH2:14][CH2:15][CH2:16][CH2:17][CH2:18][CH2:19][CH3:20].